Dataset: Forward reaction prediction with 1.9M reactions from USPTO patents (1976-2016). Task: Predict the product of the given reaction. (1) Given the reactants [C:1](OC(=O)C)(=[O:3])[CH3:2].[OH:8][C:9]1[CH:17]=[CH:16][C:15]([O:18][CH2:19][CH2:20][CH3:21])=[CH:14][C:10]=1[C:11]([OH:13])=[O:12], predict the reaction product. The product is: [C:1]([O:8][C:9]1[CH:17]=[CH:16][C:15]([O:18][CH2:19][CH2:20][CH3:21])=[CH:14][C:10]=1[C:11]([OH:13])=[O:12])(=[O:3])[CH3:2]. (2) Given the reactants C(NC(C)C)(C)C.C([Li])CCC.[F:13][C:14]1[N:19]=[C:18]([N:20]([CH3:22])[CH3:21])[CH:17]=[CH:16][CH:15]=1.[B:23](OC(C)C)([O:28]C(C)C)[O:24]C(C)C.[Cl-].[NH4+], predict the reaction product. The product is: [CH3:21][N:20]([CH3:22])[C:18]1[N:19]=[C:14]([F:13])[C:15]([B:23]([OH:28])[OH:24])=[CH:16][CH:17]=1. (3) Given the reactants [CH2:1]([C:3]1[N:4]([C:8]2[CH:9]=[C:10]([C:21]([OH:23])=O)[CH:11]=[C:12]([C:14]3[CH:19]=[CH:18][C:17]([CH3:20])=[CH:16][CH:15]=3)[CH:13]=2)[CH:5]=[CH:6][N:7]=1)[CH3:2].[N:24]1[CH:29]=[CH:28][N:27]=[CH:26][C:25]=1[CH:30]([NH2:32])[CH3:31], predict the reaction product. The product is: [N:24]1[CH:29]=[CH:28][N:27]=[CH:26][C:25]=1[CH:30]([NH:32][C:21]([C:10]1[CH:11]=[C:12]([C:14]2[CH:15]=[CH:16][C:17]([CH3:20])=[CH:18][CH:19]=2)[CH:13]=[C:8]([N:4]2[CH:5]=[CH:6][N:7]=[C:3]2[CH2:1][CH3:2])[CH:9]=1)=[O:23])[CH3:31].